From a dataset of Forward reaction prediction with 1.9M reactions from USPTO patents (1976-2016). Predict the product of the given reaction. Given the reactants [OH:1][C@H:2]1[CH2:7][CH2:6][C@H:5]([NH:8][C:9]2[N:14]=[C:13]([NH:15][C:16]3[S:17][C:18]4[CH:24]=[C:23]([CH2:25][C:26](OCC)=[O:27])[CH:22]=[CH:21][C:19]=4[N:20]=3)[CH:12]=[C:11]([CH2:31][C:32]3[CH:37]=[CH:36][CH:35]=[CH:34][CH:33]=3)[N:10]=2)[CH2:4][CH2:3]1.[H-].[Al+3].[Li+].[H-].[H-].[H-].O, predict the reaction product. The product is: [OH:27][CH2:26][CH2:25][C:23]1[CH:22]=[CH:21][C:19]2[N:20]=[C:16]([NH:15][C:13]3[CH:12]=[C:11]([CH2:31][C:32]4[CH:37]=[CH:36][CH:35]=[CH:34][CH:33]=4)[N:10]=[C:9]([NH:8][C@H:5]4[CH2:6][CH2:7][C@H:2]([OH:1])[CH2:3][CH2:4]4)[N:14]=3)[S:17][C:18]=2[CH:24]=1.